From a dataset of Catalyst prediction with 721,799 reactions and 888 catalyst types from USPTO. Predict which catalyst facilitates the given reaction. (1) Reactant: C([O:8][C:9](=[O:30])[CH2:10][C:11]1[CH:12]=[CH:13][C:14]2[O:18][C:17]([C:19]3[C:20]([C:25]([O:27][CH3:28])=[O:26])=[N:21][CH:22]=[CH:23][CH:24]=3)=[CH:16][C:15]=2[CH:29]=1)C1C=CC=CC=1. Product: [CH3:28][O:27][C:25]([C:20]1[C:19]([C:17]2[O:18][C:14]3[CH:13]=[CH:12][C:11]([CH2:10][C:9]([OH:30])=[O:8])=[CH:29][C:15]=3[CH:16]=2)=[CH:24][CH:23]=[CH:22][N:21]=1)=[O:26]. The catalyst class is: 50. (2) Reactant: Br[CH2:2][C:3]1[CH:8]=[CH:7][C:6]([N+:9]([O-:11])=[O:10])=[CH:5][CH:4]=1.C1(P(C2C=CC=CC=2)C2C=CC=CC=2)C=CC=CC=1.CC(C)([O-])C.[K+].[CH:37]([C:39]1[N:40]=[C:41]([NH:44][C:45](=[O:47])[CH3:46])[S:42][CH:43]=1)=O. Product: [N+:9]([C:6]1[CH:7]=[CH:8][C:3](/[CH:2]=[CH:37]\[C:39]2[N:40]=[C:41]([NH:44][C:45](=[O:47])[CH3:46])[S:42][CH:43]=2)=[CH:4][CH:5]=1)([O-:11])=[O:10]. The catalyst class is: 9. (3) Reactant: [CH3:1][C:2]1[O:6][N:5]=[C:4]([CH3:7])[C:3]=1[C:8]1[CH:20]=[N:19][C:18]2[C:17]3[CH:16]=[CH:15][C:14]([C:21]([O:23][CH3:24])=[O:22])=[CH:13][C:12]=3[NH:11][C:10]=2[CH:9]=1.CS(O[C@@H:30]([C:37]1[CH:42]=[CH:41][C:40]([F:43])=[CH:39][CH:38]=1)[CH:31]1[CH2:36][CH2:35][O:34][CH2:33][CH2:32]1)(=O)=O.C(O)(C(F)(F)F)=O. Product: [CH3:1][C:2]1[O:6][N:5]=[C:4]([CH3:7])[C:3]=1[C:8]1[CH:20]=[N:19][C:18]2[C:17]3[CH:16]=[CH:15][C:14]([C:21]([O:23][CH3:24])=[O:22])=[CH:13][C:12]=3[N:11]([C@H:30]([C:37]3[CH:38]=[CH:39][C:40]([F:43])=[CH:41][CH:42]=3)[CH:31]3[CH2:36][CH2:35][O:34][CH2:33][CH2:32]3)[C:10]=2[CH:9]=1. The catalyst class is: 192. (4) Product: [CH2:1]([N:8]1[C:15](=[O:16])[CH2:14][CH:13]2[CH2:17][CH:9]1[CH2:10][C:11]1[CH:22]=[CH:21][CH:20]=[N:23][C:12]=12)[C:2]1[CH:7]=[CH:6][CH:5]=[CH:4][CH:3]=1. The catalyst class is: 8. Reactant: [CH2:1]([N:8]1[C:15](=[O:16])[CH2:14][CH:13]2[CH2:17][CH:9]1[CH2:10][CH2:11][C:12]2=O)[C:2]1[CH:7]=[CH:6][CH:5]=[CH:4][CH:3]=1.O.[CH2:20]([NH2:23])[C:21]#[CH:22]. (5) Reactant: [CH2:1]1[C:10]2[C:5](=[CH:6][CH:7]=[C:8]([C:11]3([OH:28])[CH2:16][CH2:15][N:14]([CH2:17][C:18]([C:20]4[CH:25]=[CH:24][C:23]([OH:26])=[C:22]([F:27])[CH:21]=4)=[O:19])[CH2:13][CH2:12]3)[CH:9]=2)[CH2:4][CH2:3][O:2]1.C(N(CC)CC)C.[CH:36]([Si:39](Cl)([CH:43]([CH3:45])[CH3:44])[CH:40]([CH3:42])[CH3:41])([CH3:38])[CH3:37].O. The catalyst class is: 7. Product: [CH2:1]1[C:10]2[C:5](=[CH:6][CH:7]=[C:8]([C:11]3([OH:28])[CH2:16][CH2:15][N:14]([CH2:17][C:18]([C:20]4[CH:25]=[CH:24][C:23]([O:26][Si:39]([CH:43]([CH3:45])[CH3:44])([CH:40]([CH3:42])[CH3:41])[CH:36]([CH3:38])[CH3:37])=[C:22]([F:27])[CH:21]=4)=[O:19])[CH2:13][CH2:12]3)[CH:9]=2)[CH2:4][CH2:3][O:2]1. (6) Reactant: [CH:1]([C:9]1[C:17]2[C:12](=[CH:13][CH:14]=[C:15]([OH:18])[CH:16]=2)[NH:11][N:10]=1)=[CH:2][C:3]1[CH:8]=[CH:7][CH:6]=[CH:5][CH:4]=1.N1C=CN=C1.[CH3:24][P:25](Cl)([C:27]1[CH:32]=[CH:31][CH:30]=[CH:29][CH:28]=1)=[O:26].O. Product: [CH:1](/[C:9]1[C:17]2[C:12](=[CH:13][CH:14]=[C:15]([O:18][P:25]([CH3:24])([C:27]3[CH:32]=[CH:31][CH:30]=[CH:29][CH:28]=3)=[O:26])[CH:16]=2)[NH:11][N:10]=1)=[CH:2]\[C:3]1[CH:4]=[CH:5][CH:6]=[CH:7][CH:8]=1. The catalyst class is: 4.